From a dataset of Full USPTO retrosynthesis dataset with 1.9M reactions from patents (1976-2016). Predict the reactants needed to synthesize the given product. Given the product [O:5]1[CH2:9][CH2:8][CH:7]([CH2:10][NH:11][C:12]([C:14]2[C:18]([CH2:19][OH:20])=[C:17]([CH2:21][CH2:22][CH2:23][C:24]3[CH:25]=[CH:26][CH:27]=[CH:28][CH:29]=3)[O:16][N:15]=2)=[O:13])[CH2:6]1, predict the reactants needed to synthesize it. The reactants are: [BH4-].[Na+].CO.[O:5]1[CH2:9][CH2:8][CH:7]([CH2:10][NH:11][C:12]([C:14]2[C:18]([CH:19]=[O:20])=[C:17]([CH2:21][CH2:22][CH2:23][C:24]3[CH:29]=[CH:28][CH:27]=[CH:26][CH:25]=3)[O:16][N:15]=2)=[O:13])[CH2:6]1.